Dataset: Peptide-MHC class I binding affinity with 185,985 pairs from IEDB/IMGT. Task: Regression. Given a peptide amino acid sequence and an MHC pseudo amino acid sequence, predict their binding affinity value. This is MHC class I binding data. (1) The peptide sequence is NIDPEHLDY. The MHC is HLA-A24:02 with pseudo-sequence HLA-A24:02. The binding affinity (normalized) is 0.0847. (2) The peptide sequence is DIVGGLFTY. The MHC is HLA-A11:01 with pseudo-sequence HLA-A11:01. The binding affinity (normalized) is 0.0847. (3) The peptide sequence is ALMPLYACI. The MHC is HLA-A02:01 with pseudo-sequence HLA-A02:01. The binding affinity (normalized) is 0.416. (4) The MHC is Mamu-A01 with pseudo-sequence Mamu-A01. The peptide sequence is LTKNTFGLL. The binding affinity (normalized) is 0.603. (5) The peptide sequence is GLQADAPHL. The MHC is HLA-A02:03 with pseudo-sequence HLA-A02:03. The binding affinity (normalized) is 0.465.